From a dataset of Reaction yield outcomes from USPTO patents with 853,638 reactions. Predict the reaction yield, written as a fraction of the theoretical maximum amount of product (1.0 means a 100% yield; for example, 0.34 means a 34% yield). The reactants are [I:1]I.[N+:3]([C:6]1[CH:12]=[CH:11][C:9]([NH2:10])=[CH:8][CH:7]=1)([O-:5])=[O:4]. The catalyst is C(O)C.S([O-])([O-])(=O)=O.[Ag+2]. The product is [I:1][C:11]1[CH:12]=[C:6]([N+:3]([O-:5])=[O:4])[CH:7]=[CH:8][C:9]=1[NH2:10]. The yield is 0.950.